The task is: Predict the product of the given reaction.. This data is from Forward reaction prediction with 1.9M reactions from USPTO patents (1976-2016). (1) Given the reactants [F:1][CH:2]([F:29])[O:3][C:4]1[CH:9]=[CH:8][C:7]([C:10]2[O:11][CH:12]=[C:13]([CH2:15][NH:16][C:17](=[O:27])[C:18]3[CH:23]=[CH:22][CH:21]=[CH:20][C:19]=3[O:24][CH2:25][CH3:26])[N:14]=2)=[CH:6][C:5]=1[OH:28].Br[CH:31]([CH2:34][CH3:35])[CH2:32][CH3:33], predict the reaction product. The product is: [F:29][CH:2]([F:1])[O:3][C:4]1[CH:9]=[CH:8][C:7]([C:10]2[O:11][CH:12]=[C:13]([CH2:15][NH:16][C:17](=[O:27])[C:18]3[CH:23]=[CH:22][CH:21]=[CH:20][C:19]=3[O:24][CH2:25][CH3:26])[N:14]=2)=[CH:6][C:5]=1[O:28][CH:31]([CH2:34][CH3:35])[CH2:32][CH3:33]. (2) Given the reactants [Br:1][CH2:2][CH2:3][CH2:4][CH2:5][CH2:6][CH2:7][OH:8].C1COCC1.[C:14](Cl)(=[O:23])[CH:15]=[CH:16][C:17]1[CH:22]=[CH:21][CH:20]=[CH:19][CH:18]=1, predict the reaction product. The product is: [C:14]([O:8][CH2:7][CH2:6][CH2:5][CH2:4][CH2:3][CH2:2][Br:1])(=[O:23])[CH:15]=[CH:16][C:17]1[CH:22]=[CH:21][CH:20]=[CH:19][CH:18]=1.